From a dataset of Catalyst prediction with 721,799 reactions and 888 catalyst types from USPTO. Predict which catalyst facilitates the given reaction. (1) Reactant: [NH:1]1[C:5]2=[N:6][CH:7]=[CH:8][CH:9]=[C:4]2[C:3]([CH2:10][NH:11][C:12]2[CH:20]=[CH:19][CH:18]=[CH:17][C:13]=2[C:14]([OH:16])=O)=[CH:2]1.[NH2:21][C:22]1[CH:31]=[C:30]2[C:25]([C:26]([CH3:34])([CH3:33])[CH2:27][C:28](=[O:32])[NH:29]2)=[CH:24][CH:23]=1.CN(C(ON1N=NC2C=CC=CC1=2)=[N+](C)C)C.[B-](F)(F)(F)F.CCN(C(C)C)C(C)C. Product: [CH3:33][C:26]1([CH3:34])[C:25]2[C:30](=[CH:31][C:22]([NH:21][C:14](=[O:16])[C:13]3[CH:17]=[CH:18][CH:19]=[CH:20][C:12]=3[NH:11][CH2:10][C:3]3[C:4]4[C:5](=[N:6][CH:7]=[CH:8][CH:9]=4)[NH:1][CH:2]=3)=[CH:23][CH:24]=2)[NH:29][C:28](=[O:32])[CH2:27]1. The catalyst class is: 31. (2) Reactant: [CH3:1][O:2][C:3](=[O:11])[C:4]1[CH:9]=[CH:8][C:7]([NH2:10])=[CH:6][CH:5]=1.N1C=CC=CC=1.[CH3:18][S:19]([C:22]1[CH:27]=[CH:26][C:25]([S:28](Cl)(=[O:30])=[O:29])=[CH:24][CH:23]=1)(=[O:21])=[O:20]. Product: [CH3:1][O:2][C:3](=[O:11])[C:4]1[CH:9]=[CH:8][C:7]([NH:10][S:28]([C:25]2[CH:24]=[CH:23][C:22]([S:19]([CH3:18])(=[O:21])=[O:20])=[CH:27][CH:26]=2)(=[O:30])=[O:29])=[CH:6][CH:5]=1. The catalyst class is: 96. (3) Reactant: Br[C:2]1[CH:3]=[C:4]([C:8]([NH:11][C:12](=[O:22])[O:13][CH:14]2[CH:19]3[CH2:20][CH2:21][N:16]([CH2:17][CH2:18]3)[CH2:15]2)([CH3:10])[CH3:9])[CH:5]=[CH:6][CH:7]=1.[C:23]1(B(O)O)[CH:28]=[CH:27][CH:26]=[CH:25][CH:24]=1. Product: [C:2]1([C:23]2[CH:28]=[CH:27][CH:26]=[CH:25][CH:24]=2)[CH:7]=[CH:6][CH:5]=[C:4]([C:8]([NH:11][C:12](=[O:22])[O:13][CH:14]2[CH:19]3[CH2:20][CH2:21][N:16]([CH2:17][CH2:18]3)[CH2:15]2)([CH3:10])[CH3:9])[CH:3]=1. The catalyst class is: 167. (4) Reactant: [NH2:1][C:2]1[CH:31]=[CH:30][C:29]([C:32]([F:35])([F:34])[F:33])=[CH:28][C:3]=1[C:4]([NH:6][CH2:7][C:8]([NH:10][C@@H:11]1[CH2:16][CH2:15][CH2:14][CH2:13][C@@H:12]1[NH:17][C:18](=[O:27])[C:19]1[CH:24]=[CH:23][C:22]([S:25][CH3:26])=[CH:21][CH:20]=1)=[O:9])=[O:5].C(N(CC)CC)C.[CH2:43]([N:45]=[C:46]=[O:47])[CH3:44].Cl. Product: [CH2:43]([NH:45][C:46]([NH:1][C:2]1[CH:31]=[CH:30][C:29]([C:32]([F:35])([F:33])[F:34])=[CH:28][C:3]=1[C:4]([NH:6][CH2:7][C:8]([NH:10][C@@H:11]1[CH2:16][CH2:15][CH2:14][CH2:13][C@@H:12]1[NH:17][C:18](=[O:27])[C:19]1[CH:24]=[CH:23][C:22]([S:25][CH3:26])=[CH:21][CH:20]=1)=[O:9])=[O:5])=[O:47])[CH3:44]. The catalyst class is: 49. (5) Reactant: [CH3:1][C:2]([S@:5]([NH2:7])=[O:6])([CH3:4])[CH3:3].[Br:8][C:9]1[CH:10]=[C:11]([F:17])[C:12]([CH:15]=O)=[N:13][CH:14]=1.C1(C)C=CC(S([O-])(=O)=O)=CC=1.[NH+]1C=CC=CC=1.S([O-])([O-])(=O)=O.[Mg+2]. Product: [Br:8][C:9]1[CH:10]=[C:11]([F:17])[C:12](/[CH:15]=[N:7]/[S:5]([C:2]([CH3:4])([CH3:3])[CH3:1])=[O:6])=[N:13][CH:14]=1. The catalyst class is: 2. (6) Reactant: [CH2:1]([O:5][CH2:6][CH2:7][O:8][C:9]1[CH:14]=[CH:13][C:12]([C:15]2[CH:16]=[CH:17][C:18]3[N:24]([CH2:25][CH2:26][CH3:27])[CH2:23][CH2:22][C:21]([C:28]([NH:30][C:31]4[CH:36]=[CH:35][C:34]([S:37][C:38]5[CH:43]=[CH:42][CH:41]=[CH:40][N:39]=5)=[CH:33][CH:32]=4)=[O:29])=[CH:20][C:19]=3[CH:44]=2)=[CH:11][CH:10]=1)[CH2:2][CH2:3][CH3:4].ClC1C=CC=C(C(OO)=[O:53])C=1.S([O-])([O-])(=O)=S.[Na+].[Na+]. Product: [CH2:1]([O:5][CH2:6][CH2:7][O:8][C:9]1[CH:10]=[CH:11][C:12]([C:15]2[CH:16]=[CH:17][C:18]3[N:24]([CH2:25][CH2:26][CH3:27])[CH2:23][CH2:22][C:21]([C:28]([NH:30][C:31]4[CH:32]=[CH:33][C:34]([S:37]([C:38]5[CH:43]=[CH:42][CH:41]=[CH:40][N:39]=5)=[O:53])=[CH:35][CH:36]=4)=[O:29])=[CH:20][C:19]=3[CH:44]=2)=[CH:13][CH:14]=1)[CH2:2][CH2:3][CH3:4]. The catalyst class is: 2. (7) Reactant: [C:1]([CH2:3][C:4]1[C:13]2[C:8](=[CH:9][C:10]([O:14][CH2:15][C:16]3[CH:21]=[CH:20][CH:19]=[C:18]([Cl:22])[CH:17]=3)=[CH:11][CH:12]=2)[O:7][C:6](=[O:23])[CH:5]=1)#[N:2].[BH4-].[Na+].Cl.[NH4+].[OH-]. Product: [NH2:2][CH2:1][CH2:3][C:4]1[C:13]2[C:8](=[CH:9][C:10]([O:14][CH2:15][C:16]3[CH:21]=[CH:20][CH:19]=[C:18]([Cl:22])[CH:17]=3)=[CH:11][CH:12]=2)[O:7][C:6](=[O:23])[CH:5]=1. The catalyst class is: 254. (8) Reactant: [N:1]([C@@H:4]([CH2:18][CH:19]1[CH2:24][CH2:23][NH:22][CH2:21][CH2:20]1)[C:5]([NH:7][C:8]1[CH:9]=[N:10][C:11]2[C:16]([CH:17]=1)=[CH:15][CH:14]=[CH:13][CH:12]=2)=[O:6])=[N+:2]=[N-:3].[CH3:25][C:26]([O:29][C:30](O[C:30]([O:29][C:26]([CH3:28])([CH3:27])[CH3:25])=[O:31])=[O:31])([CH3:28])[CH3:27]. Product: [N:1]([C@H:4]([C:5](=[O:6])[NH:7][C:8]1[CH:9]=[N:10][C:11]2[C:16]([CH:17]=1)=[CH:15][CH:14]=[CH:13][CH:12]=2)[CH2:18][CH:19]1[CH2:24][CH2:23][N:22]([C:30]([O:29][C:26]([CH3:28])([CH3:27])[CH3:25])=[O:31])[CH2:21][CH2:20]1)=[N+:2]=[N-:3]. The catalyst class is: 2. (9) Reactant: Cl.[CH3:2][C@@H:3]1[CH2:11][C:10]2[C:5](=[CH:6][C:7]([N+:14]([O-:16])=[O:15])=[C:8]([O:12][CH3:13])[CH:9]=2)[NH:4]1.C([O-])([O-])=O.[K+].[K+].Br[CH2:24][C:25](Cl)=[O:26].[NH:28]([CH3:30])[CH3:29]. Product: [CH3:29][N:28]([CH3:30])[CH2:24][C:25]([N:4]1[C:5]2[C:10](=[CH:9][C:8]([O:12][CH3:13])=[C:7]([N+:14]([O-:16])=[O:15])[CH:6]=2)[CH2:11][C@H:3]1[CH3:2])=[O:26]. The catalyst class is: 1. (10) Reactant: [C:1]([C:5]1[CH:10]=[CH:9][CH:8]=[CH:7][C:6]=1[CH:11]1[CH2:16][CH2:15][N:14]([C:17]([C@@H:19]2[C@@H:23]([OH:24])[CH2:22][CH2:21][N:20]2C(OC(C)(C)C)=O)=[O:18])[CH2:13][CH2:12]1)([CH3:4])([CH3:3])[CH3:2].C(O)(C(F)(F)F)=O. Product: [C:1]([C:5]1[CH:10]=[CH:9][CH:8]=[CH:7][C:6]=1[CH:11]1[CH2:12][CH2:13][N:14]([C:17]([C@@H:19]2[C@@H:23]([OH:24])[CH2:22][CH2:21][NH:20]2)=[O:18])[CH2:15][CH2:16]1)([CH3:4])([CH3:2])[CH3:3]. The catalyst class is: 2.